Dataset: NCI-60 drug combinations with 297,098 pairs across 59 cell lines. Task: Regression. Given two drug SMILES strings and cell line genomic features, predict the synergy score measuring deviation from expected non-interaction effect. (1) Drug 1: C1=NNC2=C1C(=O)NC=N2. Drug 2: C1C(C(OC1N2C=NC3=C2NC=NCC3O)CO)O. Cell line: MCF7. Synergy scores: CSS=1.07, Synergy_ZIP=-2.32, Synergy_Bliss=-3.57, Synergy_Loewe=-4.23, Synergy_HSA=-3.89. (2) Drug 1: CS(=O)(=O)CCNCC1=CC=C(O1)C2=CC3=C(C=C2)N=CN=C3NC4=CC(=C(C=C4)OCC5=CC(=CC=C5)F)Cl. Drug 2: CN(C(=O)NC(C=O)C(C(C(CO)O)O)O)N=O. Cell line: SK-OV-3. Synergy scores: CSS=6.98, Synergy_ZIP=0.0633, Synergy_Bliss=2.31, Synergy_Loewe=-2.00, Synergy_HSA=0.827. (3) Drug 1: C1CN1P(=S)(N2CC2)N3CC3. Drug 2: COC1=C2C(=CC3=C1OC=C3)C=CC(=O)O2. Cell line: SNB-75. Synergy scores: CSS=13.6, Synergy_ZIP=-3.60, Synergy_Bliss=1.27, Synergy_Loewe=0.956, Synergy_HSA=2.16. (4) Drug 1: C1CCN(CC1)CCOC2=CC=C(C=C2)C(=O)C3=C(SC4=C3C=CC(=C4)O)C5=CC=C(C=C5)O. Drug 2: CNC(=O)C1=CC=CC=C1SC2=CC3=C(C=C2)C(=NN3)C=CC4=CC=CC=N4. Cell line: SK-MEL-5. Synergy scores: CSS=-5.66, Synergy_ZIP=12.2, Synergy_Bliss=14.2, Synergy_Loewe=8.75, Synergy_HSA=4.63. (5) Drug 1: CN1CCC(CC1)COC2=C(C=C3C(=C2)N=CN=C3NC4=C(C=C(C=C4)Br)F)OC. Drug 2: CCN(CC)CCNC(=O)C1=C(NC(=C1C)C=C2C3=C(C=CC(=C3)F)NC2=O)C. Cell line: UACC-257. Synergy scores: CSS=9.30, Synergy_ZIP=-0.666, Synergy_Bliss=4.51, Synergy_Loewe=1.91, Synergy_HSA=2.90.